From a dataset of Catalyst prediction with 721,799 reactions and 888 catalyst types from USPTO. Predict which catalyst facilitates the given reaction. (1) Reactant: [Br:1][C:2]1[CH:3]=[C:4]([CH:9]=[C:10]([CH:13]=[O:14])[C:11]=1[CH3:12])[C:5]([O:7][CH3:8])=[O:6].[BH4-].[Na+]. Product: [Br:1][C:2]1[CH:3]=[C:4]([CH:9]=[C:10]([CH2:13][OH:14])[C:11]=1[CH3:12])[C:5]([O:7][CH3:8])=[O:6]. The catalyst class is: 5. (2) Reactant: [CH:1]([C:3]1[CH:13]=[CH:12][C:6]([CH:7]=[CH:8][C:9]([OH:11])=O)=[CH:5][CH:4]=1)=[O:2].Cl.[CH3:15][C:16]1([CH3:23])[CH2:20][CH2:19][CH2:18][CH:17]1[CH2:21][NH2:22].F[P-](F)(F)(F)(F)F.N1(O[P+](N(C)C)(N(C)C)N(C)C)C2C=CC=CC=2N=N1.CN1CCOCC1. Product: [CH3:15][C:16]1([CH3:23])[CH2:20][CH2:19][CH2:18][CH:17]1[CH2:21][NH:22][C:9](=[O:11])[CH:8]=[CH:7][C:6]1[CH:5]=[CH:4][C:3]([CH:1]=[O:2])=[CH:13][CH:12]=1. The catalyst class is: 3. (3) The catalyst class is: 13. Reactant: [NH2:1][C@@:2]([C:7]1[CH:12]=[C:11]([N+:13]([O-:15])=[O:14])[CH:10]=[C:9]([Br:16])[CH:8]=1)([CH3:6])[C:3](O)=[O:4].C1COCC1. Product: [NH2:1][C@@:2]([C:7]1[CH:12]=[C:11]([N+:13]([O-:15])=[O:14])[CH:10]=[C:9]([Br:16])[CH:8]=1)([CH3:6])[CH2:3][OH:4].